Dataset: TCR-epitope binding with 47,182 pairs between 192 epitopes and 23,139 TCRs. Task: Binary Classification. Given a T-cell receptor sequence (or CDR3 region) and an epitope sequence, predict whether binding occurs between them. (1) The epitope is RLDKVEAEV. The TCR CDR3 sequence is CASSLGLAGGGGSYEQYF. Result: 0 (the TCR does not bind to the epitope). (2) The epitope is KLNVGDYFV. The TCR CDR3 sequence is CASSFSPQEQFF. Result: 0 (the TCR does not bind to the epitope).